This data is from Catalyst prediction with 721,799 reactions and 888 catalyst types from USPTO. The task is: Predict which catalyst facilitates the given reaction. (1) The catalyst class is: 7. Product: [CH:1]1([N:7]2[C:11]([CH:12]=[O:13])=[CH:10][C:9]([CH:18]([CH3:20])[CH3:19])=[N:8]2)[CH2:2][CH2:3][CH2:4][CH2:5][CH2:6]1. Reactant: [CH:1]1([N:7]2[C:11]([C:12](N(OC)C)=[O:13])=[CH:10][C:9]([CH:18]([CH3:20])[CH3:19])=[N:8]2)[CH2:6][CH2:5][CH2:4][CH2:3][CH2:2]1.[H-].C([Al+]CC(C)C)C(C)C. (2) Reactant: [NH2:1][C:2]1[C:7]([C:8]2[N:30]([C:31]3[CH:36]=[CH:35][C:34]([C:37]4([NH:41]C(=O)OC(C)(C)C)[CH2:40][CH2:39][CH2:38]4)=[CH:33][CH:32]=3)[C:11]3=[N:12][C:13]([C:16]4[CH:21]=[CH:20][CH:19]=[C:18]([N:22]5[CH2:27][CH2:26][O:25][C@@H:24]([CH2:28][OH:29])[CH2:23]5)[CH:17]=4)=[CH:14][CH:15]=[C:10]3[N:9]=2)=[CH:6][CH:5]=[CH:4][N:3]=1.[ClH:49].O1CCOCC1. Product: [ClH:49].[ClH:49].[ClH:49].[NH2:41][C:37]1([C:34]2[CH:35]=[CH:36][C:31]([N:30]3[C:11]4=[N:12][C:13]([C:16]5[CH:17]=[C:18]([N:22]6[CH2:27][CH2:26][O:25][C@@H:24]([CH2:28][OH:29])[CH2:23]6)[CH:19]=[CH:20][CH:21]=5)=[CH:14][CH:15]=[C:10]4[N:9]=[C:8]3[C:7]3[C:2]([NH2:1])=[N:3][CH:4]=[CH:5][CH:6]=3)=[CH:32][CH:33]=2)[CH2:38][CH2:39][CH2:40]1. The catalyst class is: 2. (3) Reactant: Br[C:2]1[CH:3]=[C:4]2[C:9](=[CH:10][CH:11]=1)[CH:8]=[N:7][CH:6]=[C:5]2[Cl:12].[C:13]1([S:19]([NH2:22])(=[O:21])=[O:20])[CH:18]=[CH:17][CH:16]=[CH:15][CH:14]=1.[O-]P([O-])([O-])=O.[K+].[K+].[K+].CC1(C)C2C(=C(P(C3C=CC=CC=3)C3C=CC=CC=3)C=CC=2)OC2C(P(C3C=CC=CC=3)C3C=CC=CC=3)=CC=CC1=2. Product: [Cl:12][C:5]1[C:4]2[C:9](=[CH:10][CH:11]=[C:2]([NH:22][S:19]([C:13]3[CH:18]=[CH:17][CH:16]=[CH:15][CH:14]=3)(=[O:21])=[O:20])[CH:3]=2)[CH:8]=[N:7][CH:6]=1. The catalyst class is: 187. (4) Reactant: C([Li])CCC.Br[C:7]1[CH:12]=[CH:11][C:10]([O:13][CH2:14][C:15]2[CH:20]=[CH:19][CH:18]=[CH:17][CH:16]=2)=[CH:9][CH:8]=1.[O:21]=[C:22]1[N:26]([C:27]([O:29][C:30]([CH3:33])([CH3:32])[CH3:31])=[O:28])[C@H:25]([C:34]([O:36][CH3:37])=[O:35])[CH2:24][CH2:23]1. Product: [CH3:33][C:30]([O:29][C:27]([NH:26][C@@H:25]([CH2:24][CH2:23][C:22](=[O:21])[C:7]1[CH:12]=[CH:11][C:10]([O:13][CH2:14][C:15]2[CH:20]=[CH:19][CH:18]=[CH:17][CH:16]=2)=[CH:9][CH:8]=1)[C:34]([O:36][CH3:37])=[O:35])=[O:28])([CH3:31])[CH3:32]. The catalyst class is: 1. (5) Reactant: Br[C:2]1[CH:7]=[CH:6][C:5]([O:8][C:9]2[CH:14]=[CH:13][C:12]([O:15][CH3:16])=[CH:11][CH:10]=2)=[CH:4][CH:3]=1.C([Li])CCC.[B:22](OC(C)C)([O:27]C(C)C)[O:23]C(C)C. Product: [CH3:16][O:15][C:12]1[CH:13]=[CH:14][C:9]([O:8][C:5]2[CH:6]=[CH:7][C:2]([B:22]([OH:27])[OH:23])=[CH:3][CH:4]=2)=[CH:10][CH:11]=1. The catalyst class is: 1. (6) Reactant: C([O:3][C:4]([C:6]1[CH:7]=[N:8][N:9]([CH2:11][C:12]2[CH:17]=[CH:16][CH:15]=[CH:14][CH:13]=2)[CH:10]=1)=[O:5])C.[Li+].[OH-].Cl. Product: [CH2:11]([N:9]1[CH:10]=[C:6]([C:4]([OH:5])=[O:3])[CH:7]=[N:8]1)[C:12]1[CH:17]=[CH:16][CH:15]=[CH:14][CH:13]=1. The catalyst class is: 1. (7) Reactant: [Cl:1][C:2]1[C:3]([CH3:30])=[C:4]([NH:10][C@H:11]([C@H:27]([OH:29])[CH3:28])[C:12]([NH:14][NH:15][C:16](=[O:26])[C:17]2[CH:22]=[CH:21][C:20]([N+:23]([O-:25])=[O:24])=[CH:19][CH:18]=2)=[O:13])[CH:5]=[CH:6][C:7]=1[C:8]#[N:9].[CH3:31][C:32]([Si:35](Cl)([CH3:37])[CH3:36])([CH3:34])[CH3:33].N1C=CN=C1. Product: [Si:35]([O:29][C@@H:27]([CH3:28])[C@@H:11]([NH:10][C:4]1[CH:5]=[CH:6][C:7]([C:8]#[N:9])=[C:2]([Cl:1])[C:3]=1[CH3:30])[C:12]([NH:14][NH:15][C:16](=[O:26])[C:17]1[CH:22]=[CH:21][C:20]([N+:23]([O-:25])=[O:24])=[CH:19][CH:18]=1)=[O:13])([C:32]([CH3:34])([CH3:33])[CH3:31])([CH3:37])[CH3:36]. The catalyst class is: 3.